Dataset: Forward reaction prediction with 1.9M reactions from USPTO patents (1976-2016). Task: Predict the product of the given reaction. (1) Given the reactants [CH3:1][S:2]([C:5]1[CH:6]=[CH:7][C:8]([CH3:14])=[C:9]([N+:11]([O-])=O)[CH:10]=1)(=[O:4])=[O:3].NC1C=CC=CC=1.[N-]=[C:23]=[O:24], predict the reaction product. The product is: [CH3:1][S:2]([C:5]1[CH:6]=[CH:7][C:8]([CH3:14])=[C:9]([N:11]=[C:23]=[O:24])[CH:10]=1)(=[O:4])=[O:3]. (2) The product is: [Cl:37][C:34]1[CH:35]=[CH:36][C:12]2[N:11]3[C:7]([CH2:6][CH2:5][OH:4])=[N:8][N:9]=[C:10]3[CH:16]([CH2:17][C:18]([OH:20])=[O:19])[O:15][CH:14]([C:23]3[CH:28]=[CH:27][CH:26]=[C:25]([O:29][CH3:30])[C:24]=3[O:31][CH3:32])[C:13]=2[CH:33]=1. Given the reactants C([O:4][CH2:5][CH2:6][C:7]1[N:11]2[C:12]3[CH:36]=[CH:35][C:34]([Cl:37])=[CH:33][C:13]=3[CH:14]([C:23]3[CH:28]=[CH:27][CH:26]=[C:25]([O:29][CH3:30])[C:24]=3[O:31][CH3:32])[O:15][CH:16]([CH2:17][C:18]([O:20]CC)=[O:19])[C:10]2=[N:9][N:8]=1)C=C.Cl.N1CCCC1, predict the reaction product. (3) Given the reactants [CH:1]1[C:9]2[C:8]3[CH:10]=[CH:11][CH:12]=[CH:13][C:7]=3[O:6][C:5]=2[CH:4]=[CH:3][CH:2]=1.[Br:14]Br.O, predict the reaction product. The product is: [Br:14][C:2]1[CH:3]=[CH:4][C:5]2[O:6][C:7]3[CH:13]=[CH:12][CH:11]=[CH:10][C:8]=3[C:9]=2[CH:1]=1. (4) Given the reactants [CH3:1][O:2][C:3]1[CH:4]=[C:5]2[C:10](=[CH:11][CH:12]=1)[C:9](=O)[NH:8][CH2:7][CH2:6]2.C[Si](C)(C)[N-][Si](C)(C)C.[K+].Br[CH2:25][C:26]([O:28][CH2:29][CH3:30])=[O:27], predict the reaction product. The product is: [CH2:29]([O:28][C:26](=[O:27])[CH2:25][N:8]1[CH2:7][CH2:6][C:5]2[C:10](=[CH:11][CH:12]=[C:3]([O:2][CH3:1])[CH:4]=2)[CH2:9]1)[CH3:30].